This data is from Catalyst prediction with 721,799 reactions and 888 catalyst types from USPTO. The task is: Predict which catalyst facilitates the given reaction. Reactant: FC(F)(F)C(O)=O.[O:8]=[C:9]1[N:13](C(OC(C)(C)C)=O)[C:12]2=[CH:21][S:22][C:23]([C:24]3[CH:29]=[CH:28][C:27]([C:30]4[S:31][CH:32]=[C:33]5[C:37]=4[NH:36][C:35](=[O:38])[N:34]5C(OC(C)(C)C)=O)=[CH:26][CH:25]=3)=[C:11]2[NH:10]1.C(=O)([O-])[O-].[Na+].[Na+]. Product: [O:8]=[C:9]1[NH:13][C:12]2=[CH:21][S:22][C:23]([C:24]3[CH:29]=[CH:28][C:27]([C:30]4[S:31][CH:32]=[C:33]5[C:37]=4[NH:36][C:35](=[O:38])[NH:34]5)=[CH:26][CH:25]=3)=[C:11]2[NH:10]1. The catalyst class is: 13.